The task is: Predict the product of the given reaction.. This data is from Forward reaction prediction with 1.9M reactions from USPTO patents (1976-2016). (1) Given the reactants [CH:1]([C:4]1[CH:11]=[CH:10][C:7]([CH:8]=O)=[CH:6][CH:5]=1)([CH3:3])[CH3:2].[C:12]1([S:18]([C:21]2[S:25][C:24]([NH2:26])=[N:23][CH:22]=2)(=[O:20])=[O:19])[CH:17]=[CH:16][CH:15]=[CH:14][CH:13]=1.C([O:29][C:30](=O)[C:31]([OH:42])=[CH:32][C:33](=[O:41])[C:34]1[CH:39]=[CH:38][C:37]([CH3:40])=[CH:36][CH:35]=1)C, predict the reaction product. The product is: [C:12]1([S:18]([C:21]2[S:25][C:24]([N:26]3[CH:8]([C:7]4[CH:10]=[CH:11][C:4]([CH:1]([CH3:3])[CH3:2])=[CH:5][CH:6]=4)[C:32]([C:33](=[O:41])[C:34]4[CH:39]=[CH:38][C:37]([CH3:40])=[CH:36][CH:35]=4)=[C:31]([OH:42])[C:30]3=[O:29])=[N:23][CH:22]=2)(=[O:20])=[O:19])[CH:13]=[CH:14][CH:15]=[CH:16][CH:17]=1. (2) Given the reactants [Cl:1][C:2]1[CH:3]=[CH:4][C:5]([CH2:10][N:11]2[C:16]3[CH:17]=[CH:18][NH:19][C:15]=3[C:14](=[O:20])[NH:13][C:12]2=[S:21])=[C:6]([CH:9]=1)[CH:7]=O.Cl.[NH2:23]O.[OH-].[Na+], predict the reaction product. The product is: [NH2:23][CH2:7][C:6]1[CH:9]=[C:2]([Cl:1])[CH:3]=[CH:4][C:5]=1[CH2:10][N:11]1[C:16]2[CH:17]=[CH:18][NH:19][C:15]=2[C:14](=[O:20])[NH:13][C:12]1=[S:21].